From a dataset of Catalyst prediction with 721,799 reactions and 888 catalyst types from USPTO. Predict which catalyst facilitates the given reaction. (1) Product: [CH3:29][C:28]1([CH3:30])[C:25]([CH3:26])([CH3:27])[O:24][B:23]([C:20]2[CH:19]=[CH:18][C:17]([CH2:16][O:8][N:3]3[CH:4]=[CH:5][CH:6]=[CH:7][C:2]3=[O:1])=[CH:22][CH:21]=2)[O:31]1. The catalyst class is: 3. Reactant: [OH:1][C:2]1[CH:7]=[CH:6][CH:5]=[CH:4][N+:3]=1[O-:8].C([O-])([O-])=O.[K+].[K+].Br[CH2:16][C:17]1[CH:22]=[CH:21][C:20]([B:23]2[O:31][C:28]([CH3:30])([CH3:29])[C:25]([CH3:27])([CH3:26])[O:24]2)=[CH:19][CH:18]=1. (2) Reactant: [CH2:1]([C:3]1[CH:8]=[CH:7][CH:6]=[CH:5][C:4]=1[S:9]([N:12]([C:21]1[S:25][C:24]2[CH2:26][CH2:27][CH2:28][CH2:29][C:23]=2[C:22]=1[C:30]([O:32][CH2:33][CH3:34])=[O:31])COCC[Si](C)(C)C)(=[O:11])=[O:10])[CH3:2].C(=O)([O-])O.[Na+]. Product: [CH2:1]([C:3]1[CH:8]=[CH:7][CH:6]=[CH:5][C:4]=1[S:9]([NH:12][C:21]1[S:25][C:24]2[CH2:26][CH2:27][CH2:28][CH2:29][C:23]=2[C:22]=1[C:30]([O:32][CH2:33][CH3:34])=[O:31])(=[O:10])=[O:11])[CH3:2]. The catalyst class is: 209. (3) Product: [Cl:33][C:28]1[CH:29]=[CH:30][CH:31]=[CH:32][C:27]=1[N:9]1[C:10]([C:12]2[S:13][C:14]([C:17]3[CH:22]=[CH:21][CH:20]=[C:19]([S:23]([CH3:26])(=[O:24])=[O:25])[CH:18]=3)=[CH:15][CH:16]=2)=[CH:11][C:7]([CH2:5][OH:4])=[N:8]1. Reactant: [Li+].[BH4-].C[O:4][C:5]([C:7]1[CH:11]=[C:10]([C:12]2[S:13][C:14]([C:17]3[CH:22]=[CH:21][CH:20]=[C:19]([S:23]([CH3:26])(=[O:25])=[O:24])[CH:18]=3)=[CH:15][CH:16]=2)[N:9]([C:27]2[CH:32]=[CH:31][CH:30]=[CH:29][C:28]=2[Cl:33])[N:8]=1)=O.CC(C)=O.O. The catalyst class is: 1. (4) Reactant: [Cl:1][C:2]1[C:10]2[C:5](=[CH:6][CH:7]=[CH:8][C:9]=2[NH2:11])[N:4]([CH2:12][CH2:13][N:14]2[CH2:18][CH2:17][CH2:16][CH2:15]2)[N:3]=1.[CH2:19]([O:26][C:27]1[CH:32]=[CH:31][C:30]([CH2:33][C:34](O)=[O:35])=[CH:29][CH:28]=1)[C:20]1[CH:25]=[CH:24][CH:23]=[CH:22][CH:21]=1.Cl.C(N=C=NC(C)(C)CC)C.ON1C2C=CC=CC=2N=N1.CN1CCOCC1. Product: [CH2:19]([O:26][C:27]1[CH:28]=[CH:29][C:30]([CH2:33][C:34]([NH:11][C:9]2[CH:8]=[CH:7][CH:6]=[C:5]3[C:10]=2[C:2]([Cl:1])=[N:3][N:4]3[CH2:12][CH2:13][N:14]2[CH2:18][CH2:17][CH2:16][CH2:15]2)=[O:35])=[CH:31][CH:32]=1)[C:20]1[CH:21]=[CH:22][CH:23]=[CH:24][CH:25]=1. The catalyst class is: 3. (5) Reactant: [CH3:1][O:2][C:3](=[O:12])[C:4]1[CH:9]=[CH:8][C:7](N)=[CH:6][C:5]=1[Cl:11].N([O-])=O.[Na+].N(O)=O.C([O-])(O)=O.[Na+].[C:25]([Cu])#[N:26].[C-]#N.[K+]. Product: [CH3:1][O:2][C:3](=[O:12])[C:4]1[CH:9]=[CH:8][C:7]([C:25]#[N:26])=[CH:6][C:5]=1[Cl:11]. The catalyst class is: 561. (6) Reactant: C(O[BH-](OC(=O)C)OC(=O)C)(=O)C.[Na+].Br.[Cl:16][C:17]1[CH:18]=[C:19]([CH:29]=[C:30]([Cl:32])[CH:31]=1)[O:20][C:21]1[C:22]([CH3:28])=[N:23][NH:24][C:25]=1[CH2:26][NH2:27].[C:33]([C:35]1[CH:42]=[CH:41][C:38]([CH:39]=O)=[CH:37][CH:36]=1)#[N:34]. Product: [Cl:16][C:17]1[CH:18]=[C:19]([CH:29]=[C:30]([Cl:32])[CH:31]=1)[O:20][C:21]1[C:22]([CH3:28])=[N:23][NH:24][C:25]=1[CH2:26][NH:27][CH2:39][C:38]1[CH:41]=[CH:42][C:35]([C:33]#[N:34])=[CH:36][CH:37]=1. The catalyst class is: 676.